This data is from Full USPTO retrosynthesis dataset with 1.9M reactions from patents (1976-2016). The task is: Predict the reactants needed to synthesize the given product. (1) Given the product [ClH:23].[ClH:23].[Cl:23][C:3]1[C:2]([C:25]2[CH:26]=[N:27][CH:28]=[CH:29][CH:30]=2)=[CH:6][S:5][C:4]=1[C:7]1[N:11]2[N:12]=[C:13]([CH3:21])[CH:14]=[C:15]([CH:16]([CH2:19][CH3:20])[CH2:17][CH3:18])[C:10]2=[N:9][C:8]=1[CH3:22], predict the reactants needed to synthesize it. The reactants are: Br[C:2]1[C:3]([Cl:23])=[C:4]([C:7]2[N:11]3[N:12]=[C:13]([CH3:21])[CH:14]=[C:15]([CH:16]([CH2:19][CH3:20])[CH2:17][CH3:18])[C:10]3=[N:9][C:8]=2[CH3:22])[S:5][CH:6]=1.I[C:25]1[CH:26]=[N:27][CH:28]=[CH:29][CH:30]=1.CCO. (2) Given the product [C:1]([C:3]1[CH:8]=[CH:7][C:6]([CH2:9][CH2:10][NH2:11])=[CH:5][CH:4]=1)#[N:2], predict the reactants needed to synthesize it. The reactants are: [C:1]([C:3]1[CH:8]=[CH:7][C:6]([CH2:9][CH2:10][NH:11]C(=O)OC(C)(C)C)=[CH:5][CH:4]=1)#[N:2].C(O)(C(F)(F)F)=O.